From a dataset of Peptide-MHC class II binding affinity with 134,281 pairs from IEDB. Regression. Given a peptide amino acid sequence and an MHC pseudo amino acid sequence, predict their binding affinity value. This is MHC class II binding data. (1) The peptide sequence is FKKYFAATQFEPLAA. The MHC is HLA-DPA10201-DPB10501 with pseudo-sequence HLA-DPA10201-DPB10501. The binding affinity (normalized) is 0.544. (2) The peptide sequence is VKQNTLKLATGMRNV. The MHC is DRB1_0301 with pseudo-sequence DRB1_0301. The binding affinity (normalized) is 0.257. (3) The peptide sequence is GGGQIVGGVYLLPRR. The MHC is HLA-DQA10501-DQB10201 with pseudo-sequence HLA-DQA10501-DQB10201. The binding affinity (normalized) is 0.0521. (4) The peptide sequence is STWYGKPTAAGPKDN. The MHC is HLA-DPA10301-DPB10402 with pseudo-sequence HLA-DPA10301-DPB10402. The binding affinity (normalized) is 0.0176.